From a dataset of Forward reaction prediction with 1.9M reactions from USPTO patents (1976-2016). Predict the product of the given reaction. (1) Given the reactants [N+:1]([C:4]1[CH:12]=[C:11]2[C:7]([C:8]([CH2:21][OH:22])=[N:9][N:10]2[CH2:13][O:14][CH2:15][CH2:16][Si:17]([CH3:20])([CH3:19])[CH3:18])=[CH:6][CH:5]=1)([O-:3])=[O:2].[H-].[Na+].I[CH3:26].O, predict the reaction product. The product is: [CH3:26][O:22][CH2:21][C:8]1[C:7]2[C:11](=[CH:12][C:4]([N+:1]([O-:3])=[O:2])=[CH:5][CH:6]=2)[N:10]([CH2:13][O:14][CH2:15][CH2:16][Si:17]([CH3:18])([CH3:19])[CH3:20])[N:9]=1. (2) Given the reactants [SH2:1].[N:2]1[CH:7]=[CH:6][CH:5]=[C:4]([CH2:8][C:9]#[N:10])[CH:3]=1.C(NCC)C, predict the reaction product. The product is: [N:2]1[CH:7]=[CH:6][CH:5]=[C:4]([CH2:8][C:9]([NH2:10])=[S:1])[CH:3]=1. (3) Given the reactants C([O-])=O.[NH4+].C[N:6](C)/[CH:7]=[CH:8]/[C:9]1[C:14]([C:15]#[N:16])=[CH:13][N:12]=[CH:11][CH:10]=1.CC(O)=O, predict the reaction product. The product is: [C:15]1([NH2:16])[C:14]2[C:9](=[CH:10][CH:11]=[N:12][CH:13]=2)[CH:8]=[CH:7][N:6]=1. (4) Given the reactants N#N.[NH:3]1[C:7]2[CH:8]=[CH:9][CH:10]=[CH:11][C:6]=2[N:5]=[C:4]1[C@H:12]([NH2:22])[CH2:13][C:14]1[CH:19]=[CH:18][C:17]([O:20][CH3:21])=[CH:16][CH:15]=1.[C:23](N1C=CN=C1)(N1C=CN=C1)=[O:24].O, predict the reaction product. The product is: [CH3:21][O:20][C:17]1[CH:18]=[CH:19][C:14]([CH2:13][C@@H:12]2[C:4]3=[N:5][C:6]4[CH:11]=[CH:10][CH:9]=[CH:8][C:7]=4[N:3]3[C:23](=[O:24])[NH:22]2)=[CH:15][CH:16]=1. (5) Given the reactants [CH3:1]N(C(ON1N=NC2C=CC=NC1=2)=[N+](C)C)C.F[P-](F)(F)(F)(F)F.[C:25]([O:29][C:30]([NH:32][CH2:33][C:34]1([C:49]([OH:51])=O)[CH2:39][CH2:38][N:37]([C:40]2[C:41]3[CH:48]=[CH:47][NH:46][C:42]=3[N:43]=[CH:44][N:45]=2)[CH2:36][CH2:35]1)=[O:31])([CH3:28])([CH3:27])[CH3:26].CCN(C(C)C)C(C)C.N1[CH:66]=[CH:65][CH:64]=[C:63]([C:67]2[N:68]=C(N)S[CH:71]=2)[CH:62]=1, predict the reaction product. The product is: [CH2:62]([C:63]1[CH:64]=[CH:65][CH:66]=[CH:71][C:67]=1[NH:68][C:49]([C:34]1([CH2:33][NH:32][C:30](=[O:31])[O:29][C:25]([CH3:27])([CH3:26])[CH3:28])[CH2:39][CH2:38][N:37]([C:40]2[C:41]3[CH:48]=[CH:47][NH:46][C:42]=3[N:43]=[CH:44][N:45]=2)[CH2:36][CH2:35]1)=[O:51])[CH3:1].